From a dataset of Full USPTO retrosynthesis dataset with 1.9M reactions from patents (1976-2016). Predict the reactants needed to synthesize the given product. (1) Given the product [Cl:15][C:16]1[N:21]=[C:20]([N:7]([C:1]2[CH:6]=[CH:5][CH:4]=[CH:3][CH:2]=2)[C@H:8]([C:10]([O:12][CH2:13][CH3:14])=[O:11])[CH3:9])[C:19]([N+:23]([O-:25])=[O:24])=[CH:18][N:17]=1, predict the reactants needed to synthesize it. The reactants are: [C:1]1([NH:7][C@H:8]([C:10]([O:12][CH2:13][CH3:14])=[O:11])[CH3:9])[CH:6]=[CH:5][CH:4]=[CH:3][CH:2]=1.[Cl:15][C:16]1[N:21]=[C:20](Cl)[C:19]([N+:23]([O-:25])=[O:24])=[CH:18][N:17]=1.N1C=CN=C1. (2) The reactants are: [Br:1][C:2]1[CH:3]=[C:4]([N:14]2[C:18]3=[N:19][CH:20]=[CH:21][CH:22]=[C:17]3[C:16]([C:23]([O:25]C)=O)=[N:15]2)[CH:5]=[C:6]([N:8]2[CH2:13][CH2:12][O:11][CH2:10][CH2:9]2)[CH:7]=1.C([NH2:29])=O.C[O-].[Na+]. Given the product [Br:1][C:2]1[CH:3]=[C:4]([N:14]2[C:18]3=[N:19][CH:20]=[CH:21][CH:22]=[C:17]3[C:16]([C:23]([NH2:29])=[O:25])=[N:15]2)[CH:5]=[C:6]([N:8]2[CH2:13][CH2:12][O:11][CH2:10][CH2:9]2)[CH:7]=1, predict the reactants needed to synthesize it.